From a dataset of Forward reaction prediction with 1.9M reactions from USPTO patents (1976-2016). Predict the product of the given reaction. (1) Given the reactants [CH3:1][N:2]([CH3:9])[CH2:3][CH2:4][O:5][CH2:6][CH2:7][OH:8].[H-].[Na+].Cl[C:13]1[CH:18]=[C:17]([C:19]#[N:20])[CH:16]=[CH:15][N:14]=1, predict the reaction product. The product is: [CH3:1][N:2]([CH3:9])[CH2:3][CH2:4][O:5][CH2:6][CH2:7][O:8][C:13]1[CH:18]=[C:17]([C:19]#[N:20])[CH:16]=[CH:15][N:14]=1. (2) Given the reactants C(O)(=O)C(O)=O.[CH2:7]([NH:9][NH2:10])[CH3:8].O=[C:12]([CH2:18][C:19](=O)[CH3:20])[C:13]([O:15][CH2:16][CH3:17])=[O:14].O.C([O-])([O-])=O.[K+].[K+], predict the reaction product. The product is: [CH2:7]([N:9]1[C:19]([CH3:20])=[CH:18][C:12]([C:13]([O:15][CH2:16][CH3:17])=[O:14])=[N:10]1)[CH3:8]. (3) Given the reactants [Br:1][C:2]1[N:7]=[C:6](C(O)=O)[CH:5]=[CH:4][C:3]=1[F:11].C([N:14]([CH2:17]C)CC)C.C1C=CC(P(N=[N+]=[N-])(C2C=CC=CC=2)=[O:26])=CC=1.[C:36]([OH:40])([CH3:39])([CH3:38])[CH3:37], predict the reaction product. The product is: [C:36]([O:40][C:17](=[O:26])[NH:14][C:6]1[CH:5]=[CH:4][C:3]([F:11])=[C:2]([Br:1])[N:7]=1)([CH3:39])([CH3:38])[CH3:37]. (4) Given the reactants [C:1]1([C:7]2[N:8]=[C:9]([C:12]([OH:14])=O)[S:10][CH:11]=2)[CH:6]=[CH:5][CH:4]=[CH:3][CH:2]=1.[N:15]1([C:21]2[N:26]=[CH:25][C:24]([NH2:27])=[CH:23][CH:22]=2)[CH2:20][CH2:19][O:18][CH2:17][CH2:16]1, predict the reaction product. The product is: [N:15]1([C:21]2[N:26]=[CH:25][C:24]([NH:27][C:12]([C:9]3[S:10][CH:11]=[C:7]([C:1]4[CH:2]=[CH:3][CH:4]=[CH:5][CH:6]=4)[N:8]=3)=[O:14])=[CH:23][CH:22]=2)[CH2:20][CH2:19][O:18][CH2:17][CH2:16]1. (5) Given the reactants Br[C:2]1[CH:9]=[CH:8][C:7]([O:10][CH3:11])=[CH:6][C:3]=1[CH2:4]Cl.C([Li])CCC.[F:17][C:18]([F:28])([F:27])[C:19]([C:21]1[CH:26]=[CH:25][CH:24]=[CH:23][CH:22]=1)=[O:20], predict the reaction product. The product is: [F:17][C:18]([F:27])([F:28])[C:19]1([C:21]2[CH:26]=[CH:25][CH:24]=[CH:23][CH:22]=2)[C:2]2[C:3](=[CH:6][C:7]([O:10][CH3:11])=[CH:8][CH:9]=2)[CH2:4][O:20]1. (6) Given the reactants [CH:1]1[C:6]([CH2:7][CH2:8][C:9]2[C:13]3[C:14]([NH:16][C:17]([NH2:19])=[N:18][C:12]=3[NH:11][CH:10]=2)=[O:15])=[CH:5][CH:4]=[C:3]([C:20]([NH:22][C@@H:23]([C:29]([O-:31])=[O:30])[CH2:24][CH2:25][C:26]([O-:28])=[O:27])=[O:21])[CH:2]=1.[Na+:32].[Na+].[OH2:34], predict the reaction product. The product is: [CH:5]1[C:6]([CH2:7][CH2:8][C:9]2[C:13]3[C:14]([N:16]=[C:17]([NH2:19])[NH:18][C:12]=3[NH:11][CH:10]=2)=[O:15])=[CH:1][CH:2]=[C:3]([C:20]([NH:22][C@H:23]([C:29]([O-:31])=[O:30])[CH2:24][CH2:25][C:26]([O-:28])=[O:27])=[O:21])[CH:4]=1.[OH2:34].[OH2:15].[OH2:15].[OH2:15].[OH2:15].[OH2:15].[OH2:15].[Na+:32].[Na+:32]. (7) The product is: [NH2:9][C:8]1[CH:10]=[CH:11][CH:12]=[CH:13][C:7]=1[C:5](=[O:18])[CH2:1][CH3:2]. Given the reactants [CH2:1]([Mg]Cl)[CH3:2].[C:5]([C:7]1[CH:13]=[CH:12][CH:11]=[CH:10][C:8]=1[NH2:9])#N.Cl.C1C[O:18]CC1, predict the reaction product.